This data is from Aqueous solubility values for 9,982 compounds from the AqSolDB database. The task is: Regression/Classification. Given a drug SMILES string, predict its absorption, distribution, metabolism, or excretion properties. Task type varies by dataset: regression for continuous measurements (e.g., permeability, clearance, half-life) or binary classification for categorical outcomes (e.g., BBB penetration, CYP inhibition). For this dataset (solubility_aqsoldb), we predict Y. (1) The molecule is C[Si](C)(C)O[Si](C)(C)O[Si](C)(C)C. The Y is -6.84 log mol/L. (2) The molecule is C#C[C@]1(OC(C)=O)CC[C@H]2[C@@H]3CCC4=CC(=O)CC[C@@H]4[C@H]3CC[C@@]21C. The Y is -4.80 log mol/L. (3) The Y is -1.01 log mol/L. The compound is CCCC1CCCNC1.